Predict the product of the given reaction. From a dataset of Forward reaction prediction with 1.9M reactions from USPTO patents (1976-2016). (1) The product is: [Cl:1][C:2]1[CH:3]=[C:4]2[C:5]([C:17]([OH:18])=[C:11]([C:12]([O:14][CH2:15][CH3:16])=[O:13])[C:9](=[O:10])[C:8]2([CH3:22])[CH3:23])=[CH:6][CH:7]=1. Given the reactants [Cl:1][C:2]1[CH:3]=[C:4]([C:8]([CH3:23])([CH3:22])[C:9]([CH:11]([C:17](OCC)=[O:18])[C:12]([O:14][CH2:15][CH3:16])=[O:13])=[O:10])[CH:5]=[CH:6][CH:7]=1.OS(O)(=O)=O, predict the reaction product. (2) Given the reactants [CH2:1]([O:3][C:4]([CH2:6][CH:7]1[O:11][B:10]([OH:12])[C:9]2[CH:13]=[C:14]([O:18][C:19]3[S:20][C:21](C(O)=O)=[CH:22][N:23]=3)[CH:15]=[C:16]([CH3:17])[C:8]1=2)=[O:5])[CH3:2].C1(P(N=[N+]=[N-])(C2C=CC=CC=2)=[O:34])C=CC=CC=1.C([N:46]([CH2:49]C)CC)C.[CH3:51][C:52]([OH:55])([CH3:54])[CH3:53], predict the reaction product. The product is: [CH2:1]([O:3][C:4](=[O:5])[CH2:6][CH:7]1[O:11][B:10]([OH:12])[C:9]2[CH:13]=[C:14]([O:18][C:19]3[S:20][C:21]([NH:46][C:49]([O:55][C:52]([CH3:54])([CH3:53])[CH3:51])=[O:34])=[CH:22][N:23]=3)[CH:15]=[C:16]([CH3:17])[C:8]1=2)[CH3:2]. (3) Given the reactants [C:1]1([CH:7]2[CH2:16][CH2:15][C:14]3[C:9]4=[C:10]([NH:17][C:18](=[O:19])[N:8]24)[CH:11]=[CH:12][CH:13]=3)[CH:6]=[CH:5][CH:4]=[CH:3][CH:2]=1.[Br:20]N1C(=O)CCC1=O, predict the reaction product. The product is: [Br:20][C:13]1[CH:12]=[CH:11][C:10]2[NH:17][C:18](=[O:19])[N:8]3[C:9]=2[C:14]=1[CH2:15][CH2:16][CH:7]3[C:1]1[CH:2]=[CH:3][CH:4]=[CH:5][CH:6]=1.